Dataset: Full USPTO retrosynthesis dataset with 1.9M reactions from patents (1976-2016). Task: Predict the reactants needed to synthesize the given product. (1) Given the product [C:7]1([C:4]2[S:5][CH:6]=[CH:2][CH:3]=2)[CH:12]=[CH:13][CH:8]=[CH:9][CH:10]=1, predict the reactants needed to synthesize it. The reactants are: Br[C:2]1[CH:3]=[C:4]([CH3:7])[S:5][CH:6]=1.[C:8]1(B(O)O)[CH:13]=[CH:12]C=[CH:10][CH:9]=1.C1C=CC(P(C2C=CC=CC=2)C2C=CC=CC=2)=CC=1.C([O-])([O-])=O.[Na+].[Na+]. (2) Given the product [F:24][C:10]1[C:9]([OH:8])=[C:18]([F:19])[CH:17]=[C:16]2[C:11]=1[CH2:12][CH2:13][N:14]([S:20]([CH3:23])(=[O:22])=[O:21])[CH2:15]2, predict the reactants needed to synthesize it. The reactants are: C([O:8][C:9]1[C:10]([F:24])=[C:11]2[C:16](=[CH:17][C:18]=1[F:19])[CH2:15][N:14]([S:20]([CH3:23])(=[O:22])=[O:21])[CH2:13][CH2:12]2)C1C=CC=CC=1. (3) Given the product [N+:1]([C:4]1[CH:5]=[C:6]([CH:16]=[CH:17][CH:18]=1)[CH2:7][S:8][C:9]1[CH:15]=[CH:14][CH:13]=[CH:12][C:10]=1[NH:11][S:28]([C:20]1[O:19][C:23]2[CH:24]=[CH:25][CH:26]=[CH:27][C:22]=2[CH:21]=1)(=[O:29])=[O:30])([O-:3])=[O:2], predict the reactants needed to synthesize it. The reactants are: [N+:1]([C:4]1[CH:5]=[C:6]([CH:16]=[CH:17][CH:18]=1)[CH2:7][S:8][C:9]1[CH:15]=[CH:14][CH:13]=[CH:12][C:10]=1[NH2:11])([O-:3])=[O:2].[O:19]1[C:23]2[CH:24]=[CH:25][CH:26]=[CH:27][C:22]=2[CH:21]=[C:20]1[S:28](Cl)(=[O:30])=[O:29].